This data is from CYP2C9 inhibition data for predicting drug metabolism from PubChem BioAssay. The task is: Regression/Classification. Given a drug SMILES string, predict its absorption, distribution, metabolism, or excretion properties. Task type varies by dataset: regression for continuous measurements (e.g., permeability, clearance, half-life) or binary classification for categorical outcomes (e.g., BBB penetration, CYP inhibition). Dataset: cyp2c9_veith. (1) The compound is C[C@@H](N=C(N)N)C(=O)O. The result is 0 (non-inhibitor). (2) The molecule is CC(C)Cc1nnc(NC(=O)c2ccc([N+](=O)[O-])cc2)s1. The result is 0 (non-inhibitor). (3) The result is 0 (non-inhibitor). The drug is Cc1nc2ncnn2c(C)c1CCC(=O)NCc1ccco1. (4) The compound is COC(=O)[C@@]1(Cc2ccccc2)[C@H]2c3cc(C(=O)N(C)C)n(Cc4nc5ccccc5[nH]4)c3C[C@H]2CN1C(=O)c1ccccc1. The result is 1 (inhibitor). (5) The compound is C[C@@]12CC[C@H]3[C@@H](CC[C@H]4C[C@@H](O)CC[C@]43C)[C@@]1(O)C[C@@H](O)[C@@H]2C1=CC(=O)OC1. The result is 0 (non-inhibitor).